Dataset: Forward reaction prediction with 1.9M reactions from USPTO patents (1976-2016). Task: Predict the product of the given reaction. (1) Given the reactants C(=O)([O-])O.[Na+].C([O:9][C:10]1[CH:15]=[CH:14][C:13]([C:16](=[O:40])[N:17]([CH2:19][C:20]2[CH:21]=[C:22]([C:26]3[CH:31]=[CH:30][C:29]([CH2:32][CH:33]4[S:37][C:36](=[O:38])[NH:35][C:34]4=[O:39])=[CH:28][CH:27]=3)[CH:23]=[CH:24][CH:25]=2)[CH3:18])=[CH:12][CH:11]=1)(=O)C.Cl, predict the reaction product. The product is: [O:38]=[C:36]1[NH:35][C:34](=[O:39])[CH:33]([CH2:32][C:29]2[CH:28]=[CH:27][C:26]([C:22]3[CH:23]=[CH:24][CH:25]=[C:20]([CH2:19][N:17]([CH3:18])[C:16](=[O:40])[C:13]4[CH:12]=[CH:11][C:10]([OH:9])=[CH:15][CH:14]=4)[CH:21]=3)=[CH:31][CH:30]=2)[S:37]1. (2) Given the reactants [NH2:1][C:2]1[C:7]([C:8]([C:10]2[CH:15]=[C:14]([F:16])[CH:13]=[CH:12][C:11]=2[O:17][CH3:18])=[O:9])=[CH:6][N:5]=[C:4]([NH:19][CH:20]2[CH2:25][CH2:24][N:23]([S:26]([CH2:29][CH2:30][CH2:31]Cl)(=[O:28])=[O:27])[CH2:22][CH2:21]2)[N:3]=1.[I-].[K+].[NH:35]1[CH2:39][CH2:38][CH2:37][CH2:36]1, predict the reaction product. The product is: [NH2:1][C:2]1[C:7]([C:8]([C:10]2[CH:15]=[C:14]([F:16])[CH:13]=[CH:12][C:11]=2[O:17][CH3:18])=[O:9])=[CH:6][N:5]=[C:4]([NH:19][CH:20]2[CH2:25][CH2:24][N:23]([S:26]([CH2:29][CH2:30][CH2:31][N:35]3[CH2:39][CH2:38][CH2:37][CH2:36]3)(=[O:28])=[O:27])[CH2:22][CH2:21]2)[N:3]=1. (3) Given the reactants [N+:1]([C:4]1[CH:9]=[C:8]([C:10]([F:13])([F:12])[F:11])[CH:7]=[CH:6][C:5]=1[NH:14][CH:15]([CH2:22][CH3:23])[CH2:16]OS(C)(=O)=O)([O-])=O.C([O-])([O-])=O.[K+].[K+], predict the reaction product. The product is: [CH2:22]([CH:15]1[CH2:16][NH:1][C:4]2[C:5](=[CH:6][CH:7]=[C:8]([C:10]([F:13])([F:12])[F:11])[CH:9]=2)[NH:14]1)[CH3:23]. (4) Given the reactants [CH3:1][O:2][C:3]([C:5]1[CH:6]=[C:7](B(O)O)[CH:8]=[CH:9][CH:10]=1)=[O:4].Br[C:15]1[CH:20]=[CH:19][N:18]=[CH:17][CH:16]=1.C([O-])([O-])=O.[K+].[K+].O1CCOCC1, predict the reaction product. The product is: [N:18]1[CH:19]=[CH:20][C:15]([C:7]2[CH:6]=[C:5]([CH:10]=[CH:9][CH:8]=2)[C:3]([O:2][CH3:1])=[O:4])=[CH:16][CH:17]=1. (5) Given the reactants [CH2:1]([CH:4]([CH2:12][CH2:13][CH3:14])[C:5]([O:7][CH2:8][CH2:9][CH2:10][OH:11])=[O:6])[CH2:2][CH3:3].CC(C)=[O:17].OS(O)(=O)=O.O=[Cr](=O)=O.CC(O)C, predict the reaction product. The product is: [CH2:12]([CH:4]([CH2:1][CH2:2][CH3:3])[C:5]([O:7][CH2:8][CH2:9][C:10]([OH:17])=[O:11])=[O:6])[CH2:13][CH3:14]. (6) Given the reactants [C:1]([O:5][C:6](=[O:18])[NH:7][CH:8]1[CH2:16][C:15]2[C:10](=[CH:11][CH:12]=[C:13]([NH2:17])[CH:14]=2)[CH2:9]1)([CH3:4])([CH3:3])[CH3:2].C(N(C(C)C)CC)(C)C.[CH3:28][C:29]1[CH:30]=[CH:31][CH:32]=[C:33]([C:45](Cl)=[O:46])[C:34]=1[C:35]1[CH:40]=[CH:39][C:38]([C:41]([F:44])([F:43])[F:42])=[CH:37][CH:36]=1.C(OCC)(=O)C, predict the reaction product. The product is: [C:1]([O:5][C:6](=[O:18])[NH:7][CH:8]1[CH2:16][C:15]2[C:10](=[CH:11][CH:12]=[C:13]([NH:17][C:45]([C:33]3[C:34]([C:35]4[CH:40]=[CH:39][C:38]([C:41]([F:42])([F:44])[F:43])=[CH:37][CH:36]=4)=[C:29]([CH3:28])[CH:30]=[CH:31][CH:32]=3)=[O:46])[CH:14]=2)[CH2:9]1)([CH3:4])([CH3:2])[CH3:3]. (7) Given the reactants [CH2:1]1[CH:5]2[CH2:6][NH:7][CH2:8][CH:4]2[CH2:3][N:2]1[C:9]1[CH:10]=[CH:11][C:12]2[N:13]([C:15]([C:18]([F:21])([F:20])[F:19])=[N:16][N:17]=2)[N:14]=1.[F:22][C:23]([F:33])([F:32])[C:24]1[CH:25]=[C:26]([CH:29]=[CH:30][CH:31]=1)[CH:27]=O, predict the reaction product. The product is: [F:19][C:18]([F:20])([F:21])[C:15]1[N:13]2[N:14]=[C:9]([N:2]3[CH2:3][CH:4]4[CH2:8][N:7]([CH2:27][C:26]5[CH:29]=[CH:30][CH:31]=[C:24]([C:23]([F:22])([F:32])[F:33])[CH:25]=5)[CH2:6][CH:5]4[CH2:1]3)[CH:10]=[CH:11][C:12]2=[N:17][N:16]=1. (8) The product is: [CH3:19][N:20]([CH3:32])[C:21]1[CH:30]=[C:29]2[C:24]([C:25]([C:7]3[CH:8]=[C:3]([O:2][CH3:1])[C:4]([O:12][CH3:13])=[C:5]([O:10][CH3:11])[CH:6]=3)=[CH:26][CH2:27][O:28]2)=[CH:23][CH:22]=1. Given the reactants [CH3:1][O:2][C:3]1[CH:8]=[CH:7][C:6](I)=[C:5]([O:10][CH3:11])[C:4]=1[O:12][CH3:13].C([Li])CCC.[CH3:19][N:20]([CH3:32])[C:21]1[CH:30]=[C:29]2[C:24]([C:25](=O)[CH2:26][CH2:27][O:28]2)=[CH:23][CH:22]=1, predict the reaction product.